From a dataset of Forward reaction prediction with 1.9M reactions from USPTO patents (1976-2016). Predict the product of the given reaction. (1) Given the reactants CN(C(ON1N=NC2C=CC=NC1=2)=[N+](C)C)C.F[P-](F)(F)(F)(F)F.[Cl:25][C:26]1[N:30]2[CH:31]=[C:32]([C:39]3[O:40][CH:41]=[CH:42][CH:43]=3)[CH:33]=[C:34]([C:35]([F:38])([F:37])[F:36])[C:29]2=[N:28][C:27]=1[C:44]([OH:46])=O.[CH2:47]([CH:54]1[CH2:57][NH:56][CH2:55]1)[C:48]1[CH:53]=[CH:52][CH:51]=[CH:50][CH:49]=1, predict the reaction product. The product is: [CH2:47]([CH:54]1[CH2:55][N:56]([C:44]([C:27]2[N:28]=[C:29]3[C:34]([C:35]([F:36])([F:37])[F:38])=[CH:33][C:32]([C:39]4[O:40][CH:41]=[CH:42][CH:43]=4)=[CH:31][N:30]3[C:26]=2[Cl:25])=[O:46])[CH2:57]1)[C:48]1[CH:53]=[CH:52][CH:51]=[CH:50][CH:49]=1. (2) Given the reactants [CH3:1][O:2][C:3]1[CH:8]=[CH:7][C:6]([C:9]2[N:10]=[C:11]([S:28]([CH3:30])=[O:29])[O:12][C:13]=2[C:14]2[CH:27]=[CH:26][C:17]([O:18][CH2:19][CH2:20][NH:21][S:22]([CH3:25])(=[O:24])=[O:23])=[CH:16][CH:15]=2)=[CH:5][CH:4]=1.ClC1C=CC=C(C(OO)=[O:39])C=1, predict the reaction product. The product is: [CH3:1][O:2][C:3]1[CH:8]=[CH:7][C:6]([C:9]2[N:10]=[C:11]([S:28]([CH3:30])(=[O:39])=[O:29])[O:12][C:13]=2[C:14]2[CH:15]=[CH:16][C:17]([O:18][CH2:19][CH2:20][NH:21][S:22]([CH3:25])(=[O:23])=[O:24])=[CH:26][CH:27]=2)=[CH:5][CH:4]=1. (3) The product is: [Cl:1][C:2]1[CH:7]=[C:6]([C:12]#[C:11][C:13]2[CH:18]=[CH:17][C:16]([NH:19][C:20](=[O:22])[CH3:21])=[CH:15][CH:14]=2)[CH:5]=[N:4][C:3]=1[C:9]#[N:10]. Given the reactants [Cl:1][C:2]1[C:3]([C:9]#[N:10])=[N:4][CH:5]=[C:6](Cl)[CH:7]=1.[C:11]([C:13]1[CH:18]=[CH:17][C:16]([NH:19][C:20](=[O:22])[CH3:21])=[CH:15][CH:14]=1)#[CH:12].C(N(CC)CC)C, predict the reaction product. (4) Given the reactants [Cl-].[Al+3].[Cl-].[Cl-].[CH3:5][O:6][C:7](=[O:17])[C:8]([CH3:16])([C:10]1[CH:15]=[CH:14][CH:13]=[CH:12][CH:11]=1)[CH3:9].[Cl:18][CH2:19][CH2:20][CH2:21][C:22](Cl)=[O:23], predict the reaction product. The product is: [CH3:5][O:6][C:7](=[O:17])[C:8]([C:10]1[CH:11]=[CH:12][C:13]([C:22](=[O:23])[CH2:21][CH2:20][CH2:19][Cl:18])=[CH:14][CH:15]=1)([CH3:9])[CH3:16]. (5) Given the reactants C([O:3][C:4](=[O:45])[CH2:5][C:6]1[CH:11]=[CH:10][C:9]([O:12][CH3:13])=[C:8]([O:14][C:15]2[CH:20]=[CH:19][C:18]([NH:21][C:22](=[O:30])[C:23]3[CH:28]=[CH:27][C:26]([Cl:29])=[CH:25][CH:24]=3)=[CH:17][C:16]=2[CH2:31][N:32]([C:35]([O:37][CH2:38][C:39]2[CH:44]=[CH:43][CH:42]=[CH:41][CH:40]=2)=[O:36])[CH2:33][CH3:34])[CH:7]=1)C.[OH-].[Li+], predict the reaction product. The product is: [CH2:38]([O:37][C:35]([N:32]([CH2:31][C:16]1[CH:17]=[C:18]([NH:21][C:22](=[O:30])[C:23]2[CH:24]=[CH:25][C:26]([Cl:29])=[CH:27][CH:28]=2)[CH:19]=[CH:20][C:15]=1[O:14][C:8]1[CH:7]=[C:6]([CH2:5][C:4]([OH:45])=[O:3])[CH:11]=[CH:10][C:9]=1[O:12][CH3:13])[CH2:33][CH3:34])=[O:36])[C:39]1[CH:44]=[CH:43][CH:42]=[CH:41][CH:40]=1.